This data is from Reaction yield outcomes from USPTO patents with 853,638 reactions. The task is: Predict the reaction yield, written as a fraction of the theoretical maximum amount of product (1.0 means a 100% yield; for example, 0.34 means a 34% yield). (1) The reactants are [F:1][C:2]1[CH:7]=[C:6]([OH:8])[CH:5]=[CH:4][C:3]=1[CH:9]([CH3:14])[C:10]([O:12]C)=[O:11].C(=O)([O-])[O-].[K+].[K+].Cl[CH:22]1[CH2:26][CH2:25][CH2:24][C:23]1=[O:27]. The catalyst is CN(C=O)C. The product is [F:1][C:2]1[CH:7]=[C:6]([O:8][CH:22]2[CH2:26][CH2:25][CH2:24][C:23]2=[O:27])[CH:5]=[CH:4][C:3]=1[CH:9]([CH3:14])[C:10]([OH:12])=[O:11]. The yield is 0.320. (2) The reactants are [Br:1][C:2]1[CH:3]=[N:4][CH:5]=[C:6]([OH:8])[CH:7]=1.[CH3:9][O:10][C:11](=[O:24])[CH:12](O)[CH2:13][C:14]1[C:22]2[C:17](=[CH:18][CH:19]=[CH:20][CH:21]=2)[NH:16][CH:15]=1.C1C=CC(P(C2C=CC=CC=2)C2C=CC=CC=2)=CC=1.CCOC(/N=N/C(OCC)=O)=O. No catalyst specified. The product is [CH3:9][O:10][C:11](=[O:24])[CH:12]([O:8][C:6]1[CH:5]=[N:4][CH:3]=[C:2]([Br:1])[CH:7]=1)[CH2:13][C:14]1[C:22]2[C:17](=[CH:18][CH:19]=[CH:20][CH:21]=2)[NH:16][CH:15]=1. The yield is 0.940. (3) The reactants are [Br:1][C:2]1[CH:3]=[C:4]2[C:9](=[C:10]([CH2:12][NH:13][CH:14]3[CH2:16][CH2:15]3)[CH:11]=1)[O:8][C:7]([CH3:18])([CH3:17])[CH2:6][C:5]2([CH3:20])[CH3:19].[CH:21](OCC)=[O:22]. No catalyst specified. The product is [Br:1][C:2]1[CH:3]=[C:4]2[C:9](=[C:10]([CH2:12][N:13]([CH:14]3[CH2:15][CH2:16]3)[CH:21]=[O:22])[CH:11]=1)[O:8][C:7]([CH3:18])([CH3:17])[CH2:6][C:5]2([CH3:20])[CH3:19]. The yield is 1.00. (4) The reactants are [NH2:1][C:2]1[CH:3]=[N:4][CH:5]=[CH:6][CH:7]=1.C(N(CC)CC)C.[C:15](Cl)(=[O:20])[C:16]([CH3:19])([CH3:18])[CH3:17]. The catalyst is ClCCl. The product is [CH3:17][C:16]([CH3:19])([CH3:18])[C:15]([NH:1][C:2]1[CH:3]=[N:4][CH:5]=[CH:6][CH:7]=1)=[O:20]. The yield is 0.750. (5) The reactants are [Br:1][C:2]1[CH:3]=[C:4]2[C:8](=[CH:9][C:10]=1[N+:11]([O-:13])=[O:12])[NH:7][N:6]=[CH:5]2.[H-].[Na+].[C:16](Cl)([C:29]1[CH:34]=[CH:33][CH:32]=[CH:31][CH:30]=1)([C:23]1[CH:28]=[CH:27][CH:26]=[CH:25][CH:24]=1)[C:17]1[CH:22]=[CH:21][CH:20]=[CH:19][CH:18]=1. The catalyst is C1COCC1. The product is [Br:1][C:2]1[CH:3]=[C:4]2[C:8](=[CH:9][C:10]=1[N+:11]([O-:13])=[O:12])[N:7]([C:16]([C:17]1[CH:22]=[CH:21][CH:20]=[CH:19][CH:18]=1)([C:29]1[CH:30]=[CH:31][CH:32]=[CH:33][CH:34]=1)[C:23]1[CH:24]=[CH:25][CH:26]=[CH:27][CH:28]=1)[N:6]=[CH:5]2. The yield is 0.900. (6) The reactants are Br[C:2]1[CH:7]=[CH:6][C:5]([Br:8])=[CH:4][N:3]=1.C([Li])CCC.[Cl:14][C:15]1[CH:26]=[C:25]([Cl:27])[CH:24]=[CH:23][C:16]=1[C:17](N(OC)C)=[O:18].[NH4+].[Cl-]. The catalyst is C1(C)C=CC=CC=1. The product is [Br:8][C:5]1[CH:6]=[CH:7][C:2]([C:17]([C:16]2[CH:23]=[CH:24][C:25]([Cl:27])=[CH:26][C:15]=2[Cl:14])=[O:18])=[N:3][CH:4]=1. The yield is 0.680. (7) The reactants are [CH2:1]([N:8]([CH2:16][CH:17]([CH3:19])[CH3:18])[C:9]1[CH:10]=[C:11]([OH:15])[CH:12]=[CH:13][CH:14]=1)[C:2]1[CH:7]=[CH:6][CH:5]=[CH:4][CH:3]=1.C([O:22][CH:23]=[C:24]([C:30](OCC)=O)[C:25]([O:27][CH2:28][CH3:29])=[O:26])C.C1COCC1. The catalyst is [Ti](Cl)(Cl)(Cl)Cl. The product is [CH2:1]([N:8]([CH2:16][CH:17]([CH3:19])[CH3:18])[C:9]1[CH:10]=[C:11]2[C:12]([CH:30]=[C:24]([C:25]([O:27][CH2:28][CH3:29])=[O:26])[C:23](=[O:22])[O:15]2)=[CH:13][CH:14]=1)[C:2]1[CH:3]=[CH:4][CH:5]=[CH:6][CH:7]=1. The yield is 0.600. (8) The reactants are [Br:1][C:2]1[CH:10]=[CH:9][C:5]([CH2:6][CH2:7][OH:8])=[CH:4][CH:3]=1.C(N(CC)CC)C.[CH3:18][S:19](Cl)(=[O:21])=[O:20]. The catalyst is C(Cl)Cl. The product is [CH3:18][S:19]([O:8][CH2:7][CH2:6][C:5]1[CH:9]=[CH:10][C:2]([Br:1])=[CH:3][CH:4]=1)(=[O:21])=[O:20]. The yield is 1.00. (9) The catalyst is CN1C(=O)CCC1. The yield is 0.441. The reactants are Cl[C:2]1[CH:7]=[CH:6][N:5]=[C:4]([C:8]2[C:16]3[C:11](=[CH:12][CH:13]=[C:14]([C:17]4[O:21][C:20]([NH:22][CH:23]([CH3:25])[CH3:24])=[N:19][N:18]=4)[CH:15]=3)[N:10](S(C3C=CC(C)=CC=3)(=O)=O)[CH:9]=2)[N:3]=1.[CH3:36][N:37]1[CH2:42][CH2:41][NH:40][CH2:39][C:38]1=[O:43].CCN(CC)CC.[OH-].[Na+]. The product is [CH:23]([NH:22][C:20]1[O:21][C:17]([C:14]2[CH:15]=[C:16]3[C:11](=[CH:12][CH:13]=2)[NH:10][CH:9]=[C:8]3[C:4]2[N:3]=[C:2]([N:40]3[CH2:41][CH2:42][N:37]([CH3:36])[C:38](=[O:43])[CH2:39]3)[CH:7]=[CH:6][N:5]=2)=[N:18][N:19]=1)([CH3:25])[CH3:24].